From a dataset of Full USPTO retrosynthesis dataset with 1.9M reactions from patents (1976-2016). Predict the reactants needed to synthesize the given product. (1) Given the product [OH:34][CH:16]1[C:15]([CH3:36])([CH3:35])[C:14](=[O:37])[CH:13]([CH3:38])[CH:12]([OH:39])[CH:11]([CH3:40])[C:10](=[O:41])[CH:9]=[CH:8][CH:7]([CH3:42])[CH2:22][CH2:21][CH:20]([C:23]([CH3:31])=[CH:24][C:25]2[N:26]=[C:27]([CH3:30])[S:28][CH:29]=2)[N:19]([CH3:32])[C:18](=[O:33])[CH2:17]1, predict the reactants needed to synthesize it. The reactants are: C([Li])CCC.O1[C@@H:22]2[C@@:7]1([CH3:42])[CH:8]=[CH:9][C:10](=[O:41])[C@H:11]([CH3:40])[C@H:12]([OH:39])[C@@H:13]([CH3:38])[C:14](=[O:37])[C:15]([CH3:36])([CH3:35])[C@@H:16]([OH:34])[CH2:17][C:18](=[O:33])[N:19]([CH3:32])[C@H:20]([C:23]([CH3:31])=[CH:24][C:25]1[N:26]=[C:27]([CH3:30])[S:28][CH:29]=1)[CH2:21]2.C([O-])(O)=O.[Na+]. (2) Given the product [C:41]1([CH:40]([SH+:47][C:48]2[CH:53]=[CH:52][CH:51]=[CH:50][CH:49]=2)[C:34]2[CH:39]=[CH:38][CH:37]=[CH:36][CH:35]=2)[CH:42]=[CH:43][CH:44]=[CH:45][CH:46]=1.[F:22][C:16]([F:21])([S:17]([OH:20])(=[O:19])=[O:18])[CH2:15][O:14][C:12](=[O:13])[C:11]1[CH:10]=[CH:9][C:8]([C:2]2[CH:7]=[CH:6][CH:5]=[CH:4][CH:3]=2)=[CH:24][CH:23]=1, predict the reactants needed to synthesize it. The reactants are: [Na+].[C:2]1([C:8]2[CH:24]=[CH:23][C:11]([C:12]([O:14][CH2:15][C:16]([F:22])([F:21])[S:17]([O-:20])(=[O:19])=[O:18])=[O:13])=[CH:10][CH:9]=2)[CH:7]=[CH:6][CH:5]=[CH:4][CH:3]=1.[Na].FC(F)(F)S([O-])(=O)=O.[C:34]1([CH:40]([SH+:47][C:48]2[CH:53]=[CH:52][CH:51]=[CH:50][CH:49]=2)[C:41]2[CH:46]=[CH:45][CH:44]=[CH:43][CH:42]=2)[CH:39]=[CH:38][CH:37]=[CH:36][CH:35]=1. (3) Given the product [O:11]=[C:4]1[C:5]2[C:10](=[CH:9][CH:8]=[CH:7][CH:6]=2)[C:2](=[O:1])[N:3]1[CH2:12][CH:13]([NH:17][C:18](=[O:24])[O:19][C:20]([CH3:21])([CH3:23])[CH3:22])[CH2:14][S:15]([CH3:16])(=[O:33])=[O:31], predict the reactants needed to synthesize it. The reactants are: [O:1]=[C:2]1[C:10]2[C:5](=[CH:6][CH:7]=[CH:8][CH:9]=2)[C:4](=[O:11])[N:3]1[CH2:12][CH:13]([NH:17][C:18](=[O:24])[O:19][C:20]([CH3:23])([CH3:22])[CH3:21])[CH2:14][S:15][CH3:16].OOS([O-])=O.[K+].[OH2:31].C[OH:33]. (4) Given the product [CH3:24][S:25][C:2]1[N:3]=[C:4]([N:18]2[CH2:23][CH2:22][O:21][CH2:20][CH2:19]2)[C:5]2[S:10][C:9]([CH2:11][N:12]3[CH2:17][CH2:16][O:15][CH2:14][CH2:13]3)=[CH:8][C:6]=2[N:7]=1, predict the reactants needed to synthesize it. The reactants are: Cl[C:2]1[N:3]=[C:4]([N:18]2[CH2:23][CH2:22][O:21][CH2:20][CH2:19]2)[C:5]2[S:10][C:9]([CH2:11][N:12]3[CH2:17][CH2:16][O:15][CH2:14][CH2:13]3)=[CH:8][C:6]=2[N:7]=1.[CH3:24][S-:25].[Na+]. (5) Given the product [C:1]([O:5][C:6]([NH:8][C@@H:9]1[CH2:10][CH2:11][C@:12]([CH2:17][CH3:18])([C:14]([OH:16])=[O:15])[CH2:13]1)=[O:7])([CH3:4])([CH3:3])[CH3:2], predict the reactants needed to synthesize it. The reactants are: [C:1]([O:5][C:6]([NH:8][C@H:9]1[CH2:13][C@@:12]([CH2:17][CH3:18])([C:14]([OH:16])=[O:15])[CH:11]=[CH:10]1)=[O:7])([CH3:4])([CH3:3])[CH3:2]. (6) Given the product [O:1]([C:15]1[CH:16]=[CH:17][C:18]([C@@H:21]2[C@@H:24]([CH2:25][CH2:26][C@@H:27]([C:29]3[CH:34]=[CH:33][C:32]([F:35])=[CH:31][CH:30]=3)[OH:28])[C:23](=[O:36])[N:22]2[C:37]2[CH:38]=[CH:39][C:40]([C:43]#[CH:44])=[CH:41][CH:42]=2)=[CH:19][CH:20]=1)[C@@H:2]1[O:10][C@H:9]([C:11]([OH:13])=[O:12])[C@@H:7]([OH:8])[C@H:5]([OH:6])[C@H:3]1[OH:4], predict the reactants needed to synthesize it. The reactants are: [O:1]([C:15]1[CH:20]=[CH:19][C:18]([C@@H:21]2[C@@H:24]([CH2:25][CH2:26][C@@H:27]([C:29]3[CH:34]=[CH:33][C:32]([F:35])=[CH:31][CH:30]=3)[OH:28])[C:23](=[O:36])[N:22]2[C:37]2[CH:42]=[CH:41][C:40]([C:43]#[C:44][Si](C)(C)C)=[CH:39][CH:38]=2)=[CH:17][CH:16]=1)[C@@H:2]1[O:10][C@H:9]([C:11]([O:13]C)=[O:12])[C@@H:7]([OH:8])[C@H:5]([OH:6])[C@H:3]1[OH:4].